This data is from Peptide-MHC class II binding affinity with 134,281 pairs from IEDB. The task is: Regression. Given a peptide amino acid sequence and an MHC pseudo amino acid sequence, predict their binding affinity value. This is MHC class II binding data. The peptide sequence is PANDKFTVFEAAFNDAIKE. The MHC is DRB1_0101 with pseudo-sequence DRB1_0101. The binding affinity (normalized) is 0.764.